From a dataset of Forward reaction prediction with 1.9M reactions from USPTO patents (1976-2016). Predict the product of the given reaction. (1) Given the reactants Cl[C:2]1[N:7]=[C:6]([Cl:8])[CH:5]=[C:4]([Cl:9])[N:3]=1.CCN(C(C)C)C(C)C.[CH3:19][C@H:20]1[CH2:25][O:24][CH2:23][CH2:22][NH:21]1, predict the reaction product. The product is: [Cl:9][C:4]1[CH:5]=[C:6]([Cl:8])[N:7]=[C:2]([N:21]2[CH2:22][CH2:23][O:24][CH2:25][C@@H:20]2[CH3:19])[N:3]=1. (2) Given the reactants [NH2:1][C:2]1[CH:11]=[C:10]2[C:5]([CH:6]=[CH:7][CH:8]=[N:9]2)=[CH:4][CH:3]=1.[Cl:12][C:13]1[C:14]([C:19]2[CH:27]=[CH:26][C:22]([C:23](O)=[O:24])=[CH:21][CH:20]=2)=[N:15][CH:16]=[CH:17][CH:18]=1, predict the reaction product. The product is: [Cl:12][C:13]1[C:14]([C:19]2[CH:27]=[CH:26][C:22]([C:23]([NH:1][C:2]3[CH:11]=[C:10]4[C:5]([CH:6]=[CH:7][CH:8]=[N:9]4)=[CH:4][CH:3]=3)=[O:24])=[CH:21][CH:20]=2)=[N:15][CH:16]=[CH:17][CH:18]=1. (3) The product is: [Br:3][C:4]1[CH:12]=[C:11]2[C:7]([C:8](=[O:23])[N:9]([C:13]3[CH:14]=[CH:15][C:16]([C:19]([F:20])([F:21])[F:22])=[CH:17][CH:18]=3)[N:10]2[CH2:31][O:30][CH2:29][CH2:28][Si:25]([CH3:27])([CH3:26])[CH3:24])=[CH:6][CH:5]=1. Given the reactants [H-].[Na+].[Br:3][C:4]1[CH:12]=[C:11]2[C:7]([C:8](=[O:23])[N:9]([C:13]3[CH:18]=[CH:17][C:16]([C:19]([F:22])([F:21])[F:20])=[CH:15][CH:14]=3)[NH:10]2)=[CH:6][CH:5]=1.[CH3:24][Si:25]([CH2:28][CH2:29][O:30][CH2:31]Cl)([CH3:27])[CH3:26], predict the reaction product. (4) Given the reactants [Cl:1][C:2]1[CH:10]=[C:9](I)[C:5]2[O:6][CH2:7][O:8][C:4]=2[C:3]=1[NH:12][C:13]1[C:22]2[C:17](=[CH:18][C:19]([O:25][CH3:26])=[C:20]([O:23][CH3:24])[CH:21]=2)[N:16]=[CH:15][N:14]=1.[C:27]([C:29]1[CH:34]=[CH:33][CH:32]=[CH:31][N:30]=1)#[CH:28].C(NC(C)C)(C)C, predict the reaction product. The product is: [Cl:1][C:2]1[CH:10]=[C:9]([C:28]#[C:27][C:29]2[CH:34]=[CH:33][CH:32]=[CH:31][N:30]=2)[C:5]2[O:6][CH2:7][O:8][C:4]=2[C:3]=1[NH:12][C:13]1[C:22]2[C:17](=[CH:18][C:19]([O:25][CH3:26])=[C:20]([O:23][CH3:24])[CH:21]=2)[N:16]=[CH:15][N:14]=1. (5) Given the reactants CN(OC)[C:3]([CH:5]1[CH2:10][CH2:9][CH2:8][CH2:7][CH2:6]1)=[O:4].[CH2:13]([Mg]Cl)[C:14]1[CH:19]=[CH:18][CH:17]=[CH:16][CH:15]=1.C(OCC)C.O, predict the reaction product. The product is: [CH2:13]([C:3]([CH:5]1[CH2:10][CH2:9][CH2:8][CH2:7][CH2:6]1)=[O:4])[C:14]1[CH:19]=[CH:18][CH:17]=[CH:16][CH:15]=1. (6) The product is: [NH2:4][CH:5]1[CH2:9][CH:8]([O:10][CH2:11][C:12]2[CH:13]=[CH:14][C:15]([O:18][CH3:19])=[CH:16][CH:17]=2)[CH2:7][CH:6]1[NH:20][C:21](=[O:27])[O:22][C:23]([CH3:25])([CH3:24])[CH3:26]. Given the reactants C([N:4](CC=C)[CH:5]1[CH2:9][CH:8]([O:10][CH2:11][C:12]2[CH:17]=[CH:16][C:15]([O:18][CH3:19])=[CH:14][CH:13]=2)[CH2:7][CH:6]1[NH:20][C:21](=[O:27])[O:22][C:23]([CH3:26])([CH3:25])[CH3:24])C=C.CN1C(=O)CC(=O)N(C)C1=O, predict the reaction product. (7) Given the reactants [OH:1][CH:2]1[CH2:5][N:4]([C:6]2[S:7][CH:8]=[C:9]([C:11](=[O:16])[NH:12][CH2:13][CH2:14][OH:15])[N:10]=2)[CH2:3]1.[Si:17](Cl)([C:20]([CH3:23])([CH3:22])[CH3:21])([CH3:19])[CH3:18].N1C=CN=C1.CO, predict the reaction product. The product is: [Si:17]([O:15][CH2:14][CH2:13][NH:12][C:11]([C:9]1[N:10]=[C:6]([N:4]2[CH2:5][CH:2]([OH:1])[CH2:3]2)[S:7][CH:8]=1)=[O:16])([C:20]([CH3:23])([CH3:22])[CH3:21])([CH3:19])[CH3:18].